From a dataset of Forward reaction prediction with 1.9M reactions from USPTO patents (1976-2016). Predict the product of the given reaction. (1) Given the reactants [NH2:1][CH2:2][CH2:3][O:4][C:5]1[CH:22]=[C:21]([C:23]#[N:24])[CH:20]=[CH:19][C:6]=1[CH2:7][NH:8][C:9](=[O:18])[C:10]1[CH:15]=[CH:14][C:13]([F:16])=[C:12]([CH3:17])[CH:11]=1.[C:25]1(=O)[O:30][C:28](=[O:29])[C:27]2=[CH:31][CH:32]=[CH:33][CH:34]=[C:26]12.C(N(CC)CC)C, predict the reaction product. The product is: [C:23]([C:21]1[CH:20]=[CH:19][C:6]([CH2:7][NH:8][C:9](=[O:18])[C:10]2[CH:15]=[CH:14][C:13]([F:16])=[C:12]([CH3:17])[CH:11]=2)=[C:5]([O:4][CH2:3][CH2:2][N:1]2[C:28](=[O:29])[C:27]3[C:26](=[CH:34][CH:33]=[CH:32][CH:31]=3)[C:25]2=[O:30])[CH:22]=1)#[N:24]. (2) Given the reactants [Cl:1][C:2]1[CH:3]=[C:4]([C:8]2[NH:9][CH:10]=[CH:11][CH:12]=2)[CH:5]=[CH:6][CH:7]=1.C[O:14][C:15](=[O:40])[C:16]1[CH:21]=[C:20]([C:22](=[O:38])[C:23]2[CH:28]=[CH:27][C:26]([N:29]([C:31]3[CH:36]=[CH:35][C:34]([Cl:37])=[CH:33][CH:32]=3)[CH3:30])=[CH:25][N:24]=2)[CH:19]=[CH:18][C:17]=1F.C1OCCOCCOCCOCCOCCOC1.[F-].[K+], predict the reaction product. The product is: [Cl:37][C:34]1[CH:35]=[CH:36][C:31]([N:29]([CH3:30])[C:26]2[CH:27]=[CH:28][C:23]([C:22]([C:20]3[CH:19]=[CH:18][C:17]([N:9]4[CH:10]=[CH:11][CH:12]=[C:8]4[C:4]4[CH:5]=[CH:6][CH:7]=[C:2]([Cl:1])[CH:3]=4)=[C:16]([CH:21]=3)[C:15]([OH:40])=[O:14])=[O:38])=[N:24][CH:25]=2)=[CH:32][CH:33]=1. (3) Given the reactants C([O:8][C:9](=[O:36])[C@@H:10]([NH:18][C:19](=[O:35])[C@@H:20]([NH:22][C:23]([C:25]1[N:26]([CH3:34])[C:27]2[C:32]([CH:33]=1)=[CH:31][CH:30]=[CH:29][CH:28]=2)=[O:24])[CH3:21])[CH2:11][C:12]1[CH:17]=[CH:16][CH:15]=[CH:14][CH:13]=1)C1C=CC=CC=1, predict the reaction product. The product is: [CH3:34][N:26]1[C:27]2[C:32](=[CH:31][CH:30]=[CH:29][CH:28]=2)[CH:33]=[C:25]1[C:23]([NH:22][C@@H:20]([CH3:21])[C:19]([NH:18][C@@H:10]([CH2:11][C:12]1[CH:13]=[CH:14][CH:15]=[CH:16][CH:17]=1)[C:9]([OH:36])=[O:8])=[O:35])=[O:24]. (4) Given the reactants Cl.[CH3:2][C:3]([CH3:55])([CH3:54])[CH2:4][C:5]([C:7]1[CH:48]=[CH:47][C:10]([O:11][CH2:12][C:13]2[CH:46]=[CH:45][C:16]([CH2:17][NH:18][C:19]([C:21]3[N:22]=[CH:23][N:24](C(C4C=CC=CC=4)(C4C=CC=CC=4)C4C=CC=CC=4)[CH:25]=3)=[O:20])=[CH:15][CH:14]=2)=[C:9]([C:49]([F:52])([F:51])[F:50])[C:8]=1[OH:53])=[O:6], predict the reaction product. The product is: [CH3:2][C:3]([CH3:55])([CH3:54])[CH2:4][C:5]([C:7]1[CH:48]=[CH:47][C:10]([O:11][CH2:12][C:13]2[CH:46]=[CH:45][C:16]([CH2:17][NH:18][C:19]([C:21]3[N:22]=[CH:23][NH:24][CH:25]=3)=[O:20])=[CH:15][CH:14]=2)=[C:9]([C:49]([F:52])([F:51])[F:50])[C:8]=1[OH:53])=[O:6]. (5) Given the reactants [CH3:1][NH:2][CH2:3][C:4]1[S:8][C:7]2[CH:9]=[CH:10][CH:11]=[CH:12][C:6]=2[C:5]=1[CH3:13].CNCC1C=CC2C(=CC=CC=2)C=1CCC.[ClH:30].[N:31]1([CH2:37][CH2:38][N:39]2[CH2:45][C:44]3[CH:46]=[C:47](/[CH:50]=[CH:51]/[C:52](O)=[O:53])[CH:48]=[N:49][C:43]=3[NH:42][C:41](=[O:55])[CH2:40]2)[CH2:36][CH2:35][O:34][CH2:33][CH2:32]1.Cl.CN1CC2C=C(/C=C/C(O)=O)C=NC=2NC(=O)C1, predict the reaction product. The product is: [ClH:30].[CH3:1][N:2]([CH2:3][C:4]1[S:8][C:7]2[CH:9]=[CH:10][CH:11]=[CH:12][C:6]=2[C:5]=1[CH3:13])[C:52](=[O:53])/[CH:51]=[CH:50]/[C:47]1[CH:48]=[N:49][C:43]2[NH:42][C:41](=[O:55])[CH2:40][N:39]([CH2:38][CH2:37][N:31]3[CH2:32][CH2:33][O:34][CH2:35][CH2:36]3)[CH2:45][C:44]=2[CH:46]=1.